Task: Predict the product of the given reaction.. Dataset: Forward reaction prediction with 1.9M reactions from USPTO patents (1976-2016) (1) Given the reactants [Cl:1][C:2]1[C:3]([CH:9](O)[C:10]2[CH:15]=[CH:14][C:13]([O:16][CH3:17])=[CH:12][CH:11]=2)=[C:4]([OH:8])[CH:5]=[CH:6][CH:7]=1.C([SiH](CC)CC)C.C(=O)([O-])O.[Na+], predict the reaction product. The product is: [Cl:1][C:2]1[C:3]([CH2:9][C:10]2[CH:15]=[CH:14][C:13]([O:16][CH3:17])=[CH:12][CH:11]=2)=[C:4]([OH:8])[CH:5]=[CH:6][CH:7]=1. (2) Given the reactants ClC(Cl)(Cl)[C:3]([C:5]1[N:14]2[C:8]([CH2:9][N:10]([C:19]([C:21]3[CH:26]=[CH:25][C:24]([C:27]4[CH:32]=[CH:31][CH:30]=[CH:29][C:28]=4[O:33][CH3:34])=[CH:23][CH:22]=3)=[O:20])[C:11]3[CH:18]=[CH:17][CH:16]=[CH:15][C:12]=3[CH2:13]2)=[CH:7][CH:6]=1)=[O:4].[Cl-].[O:38]([C:45]1[C:50]([CH2:51][NH3+:52])=[CH:49][CH:48]=[CH:47][N:46]=1)[C:39]1[CH:44]=[CH:43][CH:42]=[CH:41][CH:40]=1.C(N(CC)CC)C.CS(C)=O, predict the reaction product. The product is: [CH3:34][O:33][C:28]1[CH:29]=[CH:30][CH:31]=[CH:32][C:27]=1[C:24]1[CH:23]=[CH:22][C:21]([C:19]([N:10]2[C:11]3[CH:18]=[CH:17][CH:16]=[CH:15][C:12]=3[CH2:13][N:14]3[C:5]([C:3]([NH:52][CH2:51][C:50]4[C:45]([O:38][C:39]5[CH:44]=[CH:43][CH:42]=[CH:41][CH:40]=5)=[N:46][CH:47]=[CH:48][CH:49]=4)=[O:4])=[CH:6][CH:7]=[C:8]3[CH2:9]2)=[O:20])=[CH:26][CH:25]=1. (3) Given the reactants [CH3:1][C:2]1[CH:3]=[CH:4][C:5]([S:9][C:10]2[CH:11]=[CH:12][CH:13]=[CH:14][C:15]=2[N:16]2[CH2:21][CH2:20][NH:19][CH2:18][CH2:17]2)=[C:6]([CH3:8])[CH:7]=1.[C:22]([OH:34])(=[O:33])[CH2:23][C:24]([CH2:29][C:30]([OH:32])=[O:31])([C:26]([OH:28])=[O:27])[OH:25], predict the reaction product. The product is: [CH3:1][C:2]1[CH:3]=[CH:4][C:5]([S:9][C:10]2[CH:11]=[CH:12][CH:13]=[CH:14][C:15]=2[N:16]2[CH2:17][CH2:18][NH:19][CH2:20][CH2:21]2)=[C:6]([CH3:8])[CH:7]=1.[C:22]([O-:34])(=[O:33])[CH2:23][C:24]([CH2:29][C:30]([O-:32])=[O:31])([C:26]([O-:28])=[O:27])[OH:25]. (4) Given the reactants [CH:1]([NH:4][CH2:5][C@H:6]1[CH2:10][CH2:9][CH2:8][NH:7]1)([CH3:3])[CH3:2].C(N(C(C)C)CC)(C)C.[Br:20][C:21]1[CH:22]=[C:23]([C:27]2[C:28](=[O:41])[N:29]([CH3:40])[C:30](Cl)=[N:31][C:32]=2[C:33]2[CH:38]=[CH:37][N:36]=[CH:35][CH:34]=2)[CH:24]=[CH:25][CH:26]=1, predict the reaction product. The product is: [Br:20][C:21]1[CH:22]=[C:23]([C:27]2[C:28](=[O:41])[N:29]([CH3:40])[C:30]([N:7]3[CH2:8][CH2:9][CH2:10][CH:6]3[CH2:5][NH:4][CH:1]([CH3:3])[CH3:2])=[N:31][C:32]=2[C:33]2[CH:38]=[CH:37][N:36]=[CH:35][CH:34]=2)[CH:24]=[CH:25][CH:26]=1.